The task is: Predict the product of the given reaction.. This data is from Forward reaction prediction with 1.9M reactions from USPTO patents (1976-2016). (1) The product is: [F:1][C:2]1[CH:7]=[CH:6][C:5]([NH:8][C:9]([NH:11][C:12]2[N:17]=[N:16][C:15]([N:18]3[CH2:19][CH2:20][N:21]([C:24](=[O:25])[C:26]4[CH:31]=[CH:30][CH:29]=[CH:28][C:27]=4[C:32]([F:35])([F:34])[F:33])[CH2:22][CH2:23]3)=[CH:14][CH:13]=2)=[O:10])=[CH:4][CH:3]=1. Given the reactants [F:1][C:2]1[CH:7]=[CH:6][C:5]([N:8]=[C:9]=[O:10])=[CH:4][CH:3]=1.[NH2:11][C:12]1[N:17]=[N:16][C:15]([N:18]2[CH2:23][CH2:22][N:21]([C:24]([C:26]3[CH:31]=[CH:30][CH:29]=[CH:28][C:27]=3[C:32]([F:35])([F:34])[F:33])=[O:25])[CH2:20][CH2:19]2)=[CH:14][CH:13]=1, predict the reaction product. (2) Given the reactants [C:1]1([NH:7][C:8]2[CH:13]=[CH:12][CH:11]=[CH:10][CH:9]=2)[CH:6]=[CH:5][CH:4]=[CH:3][CH:2]=1.Br[C:15]1[CH:20]=[CH:19][CH:18]=[C:17]([Cl:21])[C:16]=1[Cl:22].CC([O-])(C)C.[Na+].C1(C)C(C)=CC=CC=1, predict the reaction product. The product is: [Cl:22][C:16]1[C:17]([Cl:21])=[CH:18][CH:19]=[CH:20][C:15]=1[N:7]([C:8]1[CH:9]=[CH:10][CH:11]=[CH:12][CH:13]=1)[C:1]1[CH:6]=[CH:5][CH:4]=[CH:3][CH:2]=1. (3) Given the reactants [Br:1]N1C(=O)NC(=O)N(Br)C1=O.[CH2:12]([O:14][C:15]1[CH:16]=[C:17]([C:23]2[CH:28]=[CH:27][C:26]([F:29])=[CH:25][C:24]=2[F:30])[CH:18]=[CH:19][C:20]=1[CH:21]=[O:22])[CH3:13].O, predict the reaction product. The product is: [Br:1][C:18]1[CH:19]=[C:20]([CH:21]=[O:22])[C:15]([O:14][CH2:12][CH3:13])=[CH:16][C:17]=1[C:23]1[CH:28]=[CH:27][C:26]([F:29])=[CH:25][C:24]=1[F:30].